This data is from Retrosynthesis with 50K atom-mapped reactions and 10 reaction types from USPTO. The task is: Predict the reactants needed to synthesize the given product. (1) Given the product COC(C1=CN(C)CS1)c1ccccc1C=NN=C(C)c1ccc(C(F)(F)F)cc1, predict the reactants needed to synthesize it. The reactants are: CC(=NN)c1ccc(C(F)(F)F)cc1.COC(C1=CN(C)CS1)c1ccccc1C=O. (2) Given the product N#Cc1cccnc1-c1cccc(N)c1, predict the reactants needed to synthesize it. The reactants are: N#Cc1cccnc1-c1cccc([N+](=O)[O-])c1. (3) Given the product Nc1cc(Oc2ccc(NC(=O)C3(C(=O)Nc4ccc(F)cc4)CC3)c(F)c2)ccn1, predict the reactants needed to synthesize it. The reactants are: NC(=O)c1cc(Oc2ccc(NC(=O)C3(C(=O)Nc4ccc(F)cc4)CC3)c(F)c2)ccn1. (4) The reactants are: CC(C)(C)OC(=O)N1CCC(O)(CCc2ccc(F)c(C#N)c2)CC1.Cl. Given the product N#Cc1cc(CCC2(O)CC[NH2+]CC2)ccc1F, predict the reactants needed to synthesize it. (5) Given the product O=S(=O)(CCCl)Nc1ccc(-c2nnc(CSCCOc3ccccc3)o2)cc1, predict the reactants needed to synthesize it. The reactants are: Nc1ccc(-c2nnc(CSCCOc3ccccc3)o2)cc1.O=S(=O)(Cl)CCCl.